This data is from Catalyst prediction with 721,799 reactions and 888 catalyst types from USPTO. The task is: Predict which catalyst facilitates the given reaction. (1) Reactant: C([O:3][CH:4](OCC)[CH2:5][CH2:6][CH2:7][N:8]([CH2:10][C:11]1[CH:18]=[CH:17][C:14]([C:15]#[N:16])=[CH:13][CH:12]=1)[CH3:9])C.Cl. Product: [CH3:9][N:8]([CH2:10][C:11]1[CH:18]=[CH:17][C:14]([C:15]#[N:16])=[CH:13][CH:12]=1)[CH2:7][CH2:6][CH2:5][CH:4]=[O:3]. The catalyst class is: 1. (2) Reactant: [OH-].[NH3:2].[Br:3][C:4]1[C:5]([CH3:16])=[CH:6][CH:7]=[C:8]2[C:13]=1[N:12]=[C:11]([Cl:14])[N:10]=[C:9]2Cl. Product: [Br:3][C:4]1[C:5]([CH3:16])=[CH:6][CH:7]=[C:8]2[C:13]=1[N:12]=[C:11]([Cl:14])[N:10]=[C:9]2[NH2:2]. The catalyst class is: 721. (3) Reactant: [CH3:1][C:2]1[N:3]=[CH:4][NH:5][CH:6]=1.Cl[C:8]1[C:9]([Cl:15])=[N:10][C:11](Cl)=[N:12][CH:13]=1.C(N(CC)CC)C.[Cl-:23].[NH4+]. Product: [CH3:1][C:2]1[N:3]=[C:4]([C:11]2[N:12]=[C:13]([Cl:23])[CH:8]=[C:9]([Cl:15])[N:10]=2)[NH:5][CH:6]=1. The catalyst class is: 1.